From a dataset of Full USPTO retrosynthesis dataset with 1.9M reactions from patents (1976-2016). Predict the reactants needed to synthesize the given product. (1) Given the product [Br:1][C:2]1[CH:9]=[C:8]([O:12][CH3:11])[CH:7]=[CH:6][C:3]=1[CH:4]=[O:5], predict the reactants needed to synthesize it. The reactants are: [Br:1][C:2]1[CH:9]=[C:8](F)[CH:7]=[CH:6][C:3]=1[CH:4]=[O:5].[CH3:11][O-:12].[Na+].CO. (2) Given the product [Br:3][C:4]1[CH:11]=[CH:10][C:7]([CH2:8][O:9][CH2:13][C:14]([OH:16])=[O:15])=[CH:6][CH:5]=1, predict the reactants needed to synthesize it. The reactants are: [H-].[Na+].[Br:3][C:4]1[CH:11]=[CH:10][C:7]([CH2:8][OH:9])=[CH:6][CH:5]=1.Br[CH2:13][C:14]([OH:16])=[O:15].CO. (3) Given the product [CH2:25]([O:27][P:28]([CH2:9][C:8]1[O:10][C:3]([CH2:4][CH3:5])=[C:2]([CH3:1])[N:7]=1)(=[O:29])[O:30][CH2:31][CH3:32])[CH3:26], predict the reactants needed to synthesize it. The reactants are: [CH3:1][C@H:2]([NH:7][C:8](=[O:10])[CH3:9])[C:3](=O)[CH2:4][CH3:5].[OH-].[Na+].C(=O)([O-])O.[Na+].C(NC(C)C)(C)C.[CH2:25]([O:27][P:28](Cl)([O:30][CH2:31][CH3:32])=[O:29])[CH3:26].[Cl-].[NH4+]. (4) Given the product [CH2:1]([N:8]1[CH2:15][CH2:14][C:13]2([C:17]3[CH:18]=[C:19]([CH:22]=[CH:23][CH:24]=3)[C:20]([NH2:21])=[O:26])[CH2:16][CH:9]1[CH2:10][CH2:11][CH2:12]2)[C:2]1[CH:7]=[CH:6][CH:5]=[CH:4][CH:3]=1, predict the reactants needed to synthesize it. The reactants are: [CH2:1]([N:8]1[CH2:15][CH2:14][C:13]2([C:17]3[CH:18]=[C:19]([CH:22]=[CH:23][CH:24]=3)[C:20]#[N:21])[CH2:16][CH:9]1[CH2:10][CH2:11][CH2:12]2)[C:2]1[CH:7]=[CH:6][CH:5]=[CH:4][CH:3]=1.C(=O)([O-])[O-:26].[K+].[K+].OO. (5) Given the product [Cl:8][C:6]1[N:5]=[C:4]([NH2:9])[N:3]=[C:2]([N:18]([CH:19]2[CH2:24][CH2:23][CH2:22][CH2:21][CH2:20]2)[CH3:17])[CH:7]=1, predict the reactants needed to synthesize it. The reactants are: Cl[C:2]1[CH:7]=[C:6]([Cl:8])[N:5]=[C:4]([NH2:9])[N:3]=1.C(N(CC)CC)C.[CH3:17][NH:18][CH:19]1[CH2:24][CH2:23][CH2:22][CH2:21][CH2:20]1. (6) Given the product [N+:15]([C:18]1[CH:23]=[CH:22][C:21]([O:13][C:12]([C:6]2[C:7]3[N:8]([N:9]=[CH:10][CH:11]=3)[C:3]([O:2][CH3:1])=[CH:4][CH:5]=2)=[O:14])=[CH:20][CH:19]=1)([O-:17])=[O:16], predict the reactants needed to synthesize it. The reactants are: [CH3:1][O:2][C:3]1[N:8]2[N:9]=[CH:10][CH:11]=[C:7]2[C:6]([C:12]([OH:14])=[O:13])=[CH:5][CH:4]=1.[N+:15]([C:18]1[CH:23]=[CH:22][C:21](O)=[CH:20][CH:19]=1)([O-:17])=[O:16].Cl.CN(C)CCCN=C=NCC.CN(C1C=CC=CN=1)C. (7) The reactants are: C1(P(=[CH:20][C:21]([O:23][CH3:24])=[O:22])(C2C=CC=CC=2)C2C=CC=CC=2)C=CC=CC=1.[C:25]([C:27]1[CH:28]=[C:29]([CH:32]=[CH:33][CH:34]=1)[CH:30]=O)#[N:26]. Given the product [C:25]([C:27]1[CH:28]=[C:29](/[CH:30]=[CH:20]/[C:21]([O:23][CH3:24])=[O:22])[CH:32]=[CH:33][CH:34]=1)#[N:26], predict the reactants needed to synthesize it. (8) Given the product [Si:1]([O:8][C:9]1[CH:14]=[CH:13][C:12]([C:20]2[CH:35]=[CH:34][CH:33]=[C:22]([CH2:23][O:24][C:25]3[CH:32]=[CH:31][C:28]([CH:29]=[O:30])=[CH:27][N:26]=3)[C:21]=2[CH3:36])=[C:11]([CH3:18])[CH:10]=1)([C:4]([CH3:7])([CH3:6])[CH3:5])([CH3:3])[CH3:2], predict the reactants needed to synthesize it. The reactants are: [Si:1]([O:8][C:9]1[CH:14]=[CH:13][C:12](B(O)O)=[C:11]([CH3:18])[CH:10]=1)([C:4]([CH3:7])([CH3:6])[CH3:5])([CH3:3])[CH3:2].Br[C:20]1[C:21]([CH3:36])=[C:22]([CH:33]=[CH:34][CH:35]=1)[CH2:23][O:24][C:25]1[CH:32]=[CH:31][C:28]([CH:29]=[O:30])=[CH:27][N:26]=1.C1(P(C2CCCCC2)C2C=CC=CC=2C2C(OC)=CC=CC=2OC)CCCCC1.P([O-])([O-])([O-])=O.[K+].[K+].[K+]. (9) Given the product [Si:11]([O:1][C@@H:2]([CH3:6])[C:3]([NH2:5])=[O:4])([C:7]([CH3:10])([CH3:9])[CH3:8])([CH3:14])[CH3:13], predict the reactants needed to synthesize it. The reactants are: [OH:1][C@@H:2]([CH3:6])[C:3]([NH2:5])=[O:4].[C:7]([Si:11]([CH3:14])([CH3:13])Cl)([CH3:10])([CH3:9])[CH3:8].N1C=CC=CC=1. (10) Given the product [F:28][C:16]1[C:17]([C:19]2[N:23]([CH:24]([CH3:25])[CH3:26])[C:22]([CH3:27])=[N:21][CH:20]=2)=[N:18][C:13]([NH:12][C:9]2[CH:8]=[CH:7][C:6]([N:4]3[CH2:3][CH:2]([NH:1][S:37]([CH3:36])(=[O:39])=[O:38])[CH2:5]3)=[CH:11][CH:10]=2)=[N:14][CH:15]=1, predict the reactants needed to synthesize it. The reactants are: [NH2:1][CH:2]1[CH2:5][N:4]([C:6]2[CH:11]=[CH:10][C:9]([NH:12][C:13]3[N:18]=[C:17]([C:19]4[N:23]([CH:24]([CH3:26])[CH3:25])[C:22]([CH3:27])=[N:21][CH:20]=4)[C:16]([F:28])=[CH:15][N:14]=3)=[CH:8][CH:7]=2)[CH2:3]1.C(N(CC)CC)C.[CH3:36][S:37](Cl)(=[O:39])=[O:38].